Predict the product of the given reaction. From a dataset of Forward reaction prediction with 1.9M reactions from USPTO patents (1976-2016). (1) Given the reactants C[O:2][C:3]([C:5]1[CH:10]=[CH:9][C:8]([N:11]2[CH2:14][C:13]([F:16])([F:15])[CH2:12]2)=[C:7]([O:17][CH2:18][CH2:19][O:20][CH3:21])[N:6]=1)=[O:4].O.[OH-].[Li+], predict the reaction product. The product is: [F:16][C:13]1([F:15])[CH2:14][N:11]([C:8]2[CH:9]=[CH:10][C:5]([C:3]([OH:4])=[O:2])=[N:6][C:7]=2[O:17][CH2:18][CH2:19][O:20][CH3:21])[CH2:12]1. (2) Given the reactants O=[C:2]1[CH2:7][CH2:6][N:5]([C:8]2[CH:21]=[CH:20][C:11]([CH2:12][CH:13]3[S:17][C:16](=[O:18])[NH:15][C:14]3=[O:19])=[CH:10][CH:9]=2)[CH2:4][CH2:3]1.[NH2:22][CH2:23][C@@H:24]([C:26]1[CH:27]=[CH:28][C:29]([OH:42])=[C:30]([NH:32][S:33]([C:36]2[CH:41]=[CH:40][CH:39]=[CH:38][CH:37]=2)(=[O:35])=[O:34])[CH:31]=1)[OH:25], predict the reaction product. The product is: [O:18]=[C:16]1[NH:15][C:14](=[O:19])[CH:13]([CH2:12][C:11]2[CH:20]=[CH:21][C:8]([N:5]3[CH2:6][CH2:7][CH:2]([NH:22][CH2:23][C@@H:24]([C:26]4[CH:27]=[CH:28][C:29]([OH:42])=[C:30]([NH:32][S:33]([C:36]5[CH:37]=[CH:38][CH:39]=[CH:40][CH:41]=5)(=[O:35])=[O:34])[CH:31]=4)[OH:25])[CH2:3][CH2:4]3)=[CH:9][CH:10]=2)[S:17]1. (3) Given the reactants [CH3:1][C:2]([CH3:39])([CH3:38])[C:3](=[O:37])[CH2:4][CH2:5][C:6]1[CH:11]=[CH:10][C:9]([C:12]([C:17]2[O:18][C:19]3[CH:25]=[CH:24][C:23]([C:26]([N:28]([CH2:30][C:31]([OH:33])=[O:32])[CH3:29])=[O:27])=[CH:22][C:20]=3[CH:21]=2)([CH2:15][CH3:16])[CH2:13][CH3:14])=[CH:8][C:7]=1[CH:34]([CH3:36])[CH3:35].[BH4-].[Na+], predict the reaction product. The product is: [CH2:13]([C:12]([C:17]1[O:18][C:19]2[CH:25]=[CH:24][C:23]([C:26]([N:28]([CH2:30][C:31]([OH:33])=[O:32])[CH3:29])=[O:27])=[CH:22][C:20]=2[CH:21]=1)([C:9]1[CH:10]=[CH:11][C:6]([CH2:5][CH2:4][CH:3]([OH:37])[C:2]([CH3:39])([CH3:1])[CH3:38])=[C:7]([CH:34]([CH3:35])[CH3:36])[CH:8]=1)[CH2:15][CH3:16])[CH3:14]. (4) Given the reactants [N:1]1[CH:6]=[CH:5][CH:4]=[CH:3][C:2]=1[N:7]1[CH2:11][CH2:10][NH:9][C:8]1=[O:12].[Li]CCCC.[Cl:18][C:19](Cl)([O:21]C(=O)OC(Cl)(Cl)Cl)Cl, predict the reaction product. The product is: [O:12]=[C:8]1[N:7]([C:2]2[CH:3]=[CH:4][CH:5]=[CH:6][N:1]=2)[CH2:11][CH2:10][N:9]1[C:19]([Cl:18])=[O:21]. (5) Given the reactants [F:1][C:2]([F:25])([F:24])/[CH:3]=[CH:4]/[C:5]1[CH:22]=[CH:21][C:8]([C:9]([NH:11][C:12]2[CH:20]=[C:19]3[C:15]([CH2:16][CH2:17][NH:18]3)=[CH:14][CH:13]=2)=[O:10])=[C:7]([CH3:23])[CH:6]=1.C(N(CC)C(C)C)(C)C.[CH3:35][C:36]([CH3:41])([CH3:40])[C:37](Cl)=[O:38], predict the reaction product. The product is: [CH3:35][C:36]([CH3:41])([CH3:40])[C:37]([N:18]1[C:19]2[C:15](=[CH:14][CH:13]=[C:12]([NH:11][C:9](=[O:10])[C:8]3[CH:21]=[CH:22][C:5](/[CH:4]=[CH:3]/[C:2]([F:1])([F:24])[F:25])=[CH:6][C:7]=3[CH3:23])[CH:20]=2)[CH2:16][CH2:17]1)=[O:38].